Task: Predict which catalyst facilitates the given reaction.. Dataset: Catalyst prediction with 721,799 reactions and 888 catalyst types from USPTO The catalyst class is: 3. Reactant: [H-].[Na+].[F:3][C:4]1[CH:14]=[CH:13][C:7]2[N:8]([CH3:12])[C:9](=[O:11])[NH:10][C:6]=2[CH:5]=1.I[CH3:16].O. Product: [F:3][C:4]1[CH:14]=[CH:13][C:7]2[N:8]([CH3:12])[C:9](=[O:11])[N:10]([CH3:16])[C:6]=2[CH:5]=1.